From a dataset of Forward reaction prediction with 1.9M reactions from USPTO patents (1976-2016). Predict the product of the given reaction. (1) Given the reactants Br[CH2:2][C:3]([C:5]1[CH:10]=[CH:9][C:8]([Br:11])=[CH:7][CH:6]=1)=[O:4].[CH2:12]([NH2:19])[C:13]1[CH:18]=[CH:17][CH:16]=[CH:15][CH:14]=1.[BH4-].[Na+], predict the reaction product. The product is: [CH2:12]([NH:19][CH2:2][CH:3]([C:5]1[CH:10]=[CH:9][C:8]([Br:11])=[CH:7][CH:6]=1)[OH:4])[C:13]1[CH:18]=[CH:17][CH:16]=[CH:15][CH:14]=1. (2) Given the reactants Cl[C:2]1[CH:7]=[CH:6][N:5]=[C:4]([O:8][CH3:9])[CH:3]=1.C([Sn](CCCC)(CCCC)/[CH:15]=[CH:16]/[C:17]1[CH:22]=[CH:21][CH:20]=[CH:19][N:18]=1)CCC, predict the reaction product. The product is: [CH3:9][O:8][C:4]1[CH:3]=[C:2](/[CH:15]=[CH:16]/[C:17]2[CH:22]=[CH:21][CH:20]=[CH:19][N:18]=2)[CH:7]=[CH:6][N:5]=1.